This data is from Tyrosyl-DNA phosphodiesterase HTS with 341,365 compounds. The task is: Binary Classification. Given a drug SMILES string, predict its activity (active/inactive) in a high-throughput screening assay against a specified biological target. (1) The compound is s1cc(N2CCN(CC2)c2cc(ccc2)C(F)(F)F)c(=O)c2c1cccc2. The result is 0 (inactive). (2) The drug is S1SCC(NC(=O)C(NC(=O)C(NC(=O)C(NC(=O)C(NC(=O)C(NC(=O)C(NC(=O)C(NC(=O)C(NC(=O)C(NC(=O)C(NC(=O)C(NC(=O)CNC(=O)C(NC(=O)C(N)Cc2ccc(O)cc2)C)C1)CCCCN)CC(=O)N)Cc1ccccc1)Cc1ccccc1)Cc1c2c([nH]c1)cccc2)CCCCN)C(O)C)Cc1ccccc1)C(O)C)CO)C(O)=O. The result is 0 (inactive).